Dataset: Forward reaction prediction with 1.9M reactions from USPTO patents (1976-2016). Task: Predict the product of the given reaction. (1) Given the reactants [F:1][C:2]1[CH:3]=[CH:4][C:5]([S:22](=[O:40])(=[O:39])[NH:23][C:24]2[CH:25]=[CH:26][C:27]3[C@H:28]4[CH2:38][C@H:29]4[CH2:30][O:31][C:32]=3[C:33]=2[C:34]([O:36][CH3:37])=[O:35])=[C:6]([CH:21]=1)[CH2:7][O:8][C@H:9]1[CH2:13][CH2:12][N:11]([C:14]([O:16][C:17]([CH3:20])([CH3:19])[CH3:18])=[O:15])[CH2:10]1.ClS(C1C=CC(F)=CC=1CO[C@@H]1CCN(C(OC(C)(C)C)=O)C1)(=O)=O.NC1C(C(OC)=O)=C2C([C@H]3C[C@H]3CO2)=CC=1, predict the reaction product. The product is: [F:1][C:2]1[CH:3]=[CH:4][C:5]([S:22](=[O:39])(=[O:40])[NH:23][C:24]2[CH:25]=[CH:26][C:27]3[C@H:28]4[CH2:38][C@H:29]4[CH2:30][O:31][C:32]=3[C:33]=2[C:34]([O:36][CH3:37])=[O:35])=[C:6]([CH:21]=1)[CH2:7][O:8][C@@H:9]1[CH2:13][CH2:12][N:11]([C:14]([O:16][C:17]([CH3:20])([CH3:19])[CH3:18])=[O:15])[CH2:10]1. (2) Given the reactants [OH-].[Na+].[NH2:3][C:4]([NH2:6])=[NH:5].Cl[C:8]1[N:13]=[C:12]([CH2:14][C:15]2[C:20]([Cl:21])=[CH:19][CH:18]=[CH:17][C:16]=2[Cl:22])[N:11]=[C:10]([NH:23][C:24]2[CH:31]=[CH:30][C:27]([C:28]#[N:29])=[CH:26][CH:25]=2)[N:9]=1, predict the reaction product. The product is: [C:28]([C:27]1[CH:30]=[CH:31][C:24]([NH:23][C:10]2[N:11]=[C:12]([CH2:14][C:15]3[C:20]([Cl:21])=[CH:19][CH:18]=[CH:17][C:16]=3[Cl:22])[N:13]=[C:8]([NH:5][C:4]([NH2:6])=[NH:3])[N:9]=2)=[CH:25][CH:26]=1)#[N:29]. (3) Given the reactants [NH2:1][C:2]1[N:6]([CH3:7])[N:5]=[C:4]([C:8]([CH3:11])([CH3:10])[CH3:9])[CH:3]=1.[N:12]1[CH:17]=[CH:16][C:15]([O:18][C:19]2[CH:25]=[CH:24][C:22]([NH2:23])=[CH:21][CH:20]=2)=[CH:14][CH:13]=1.C[CH2:27][O:28]C(C)=O, predict the reaction product. The product is: [C:8]([C:4]1[CH:3]=[C:2]([NH:1][C:27]([NH:23][C:22]2[CH:24]=[CH:25][C:19]([O:18][C:15]3[CH:14]=[CH:13][N:12]=[CH:17][CH:16]=3)=[CH:20][CH:21]=2)=[O:28])[N:6]([CH3:7])[N:5]=1)([CH3:11])([CH3:10])[CH3:9]. (4) Given the reactants [NH2:1][C:2]1[N:6]([CH3:7])[C:5](=[O:8])[C:4]([C:20]2[CH:25]=[CH:24][CH:23]=[C:22]([C:26]3[C:27]([F:32])=[N:28][CH:29]=[CH:30][CH:31]=3)[CH:21]=2)([C:9]2[CH:14]=[CH:13][C:12]([O:15][C:16]([F:19])([F:18])[F:17])=[CH:11][CH:10]=2)[N:3]=1, predict the reaction product. The product is: [NH2:1][C:2]1[N:6]([CH3:7])[C:5](=[O:8])[C@:4]([C:20]2[CH:25]=[CH:24][CH:23]=[C:22]([C:26]3[C:27]([F:32])=[N:28][CH:29]=[CH:30][CH:31]=3)[CH:21]=2)([C:9]2[CH:14]=[CH:13][C:12]([O:15][C:16]([F:18])([F:17])[F:19])=[CH:11][CH:10]=2)[N:3]=1.